Dataset: Catalyst prediction with 721,799 reactions and 888 catalyst types from USPTO. Task: Predict which catalyst facilitates the given reaction. (1) Reactant: [CH3:1][N:2]1[C:10]2[C:9]([O:11][CH2:12][C:13]3[CH:19]=[CH:18][C:16]([NH2:17])=[CH:15][CH:14]=3)=[N:8][CH:7]=[N:6][C:5]=2[CH:4]=[CH:3]1.C(N(CC)CC)C.[C:27]1([N:33]=[C:34]=[O:35])[CH:32]=[CH:31][CH:30]=[CH:29][CH:28]=1. Product: [CH3:1][N:2]1[C:10]2[C:9]([O:11][CH2:12][C:13]3[CH:19]=[CH:18][C:16]([NH:17][C:34]([NH:33][C:27]4[CH:32]=[CH:31][CH:30]=[CH:29][CH:28]=4)=[O:35])=[CH:15][CH:14]=3)=[N:8][CH:7]=[N:6][C:5]=2[CH:4]=[CH:3]1. The catalyst class is: 7. (2) Reactant: Br[C:2]1[CH:11]=[CH:10][C:9]([N+:12]([O-])=O)=[C:8]2[C:3]=1[CH:4]=[CH:5][N:6]=[CH:7]2. Product: [CH:7]1[C:8]2[C:3](=[CH:2][CH:11]=[CH:10][C:9]=2[NH2:12])[CH:4]=[CH:5][N:6]=1. The catalyst class is: 45. (3) Reactant: [I:1]I.[C:3]([O:6][C:7]1[CH:8]=[C:9]([C:15]#[C:16][CH2:17][CH2:18][S:19]CC2C=CC=CC=2)[CH:10]=[CH:11][C:12]=1[O:13][CH3:14])(=[O:5])[CH3:4]. Product: [C:3]([O:6][C:7]1[CH:8]=[C:9]([C:15]2[S:19][CH2:18][CH2:17][C:16]=2[I:1])[CH:10]=[CH:11][C:12]=1[O:13][CH3:14])(=[O:5])[CH3:4]. The catalyst class is: 343. (4) Reactant: C[O:2][C:3]1[CH:8]=[C:7]([N+:9]([O-:11])=[O:10])[CH:6]=[CH:5][C:4]=1[C:12]1[S:13][C:14]2[CH:20]=[CH:19][CH:18]=[CH:17][C:15]=2[N:16]=1.B(Br)(Br)Br. Product: [OH:2][C:3]1[CH:8]=[C:7]([N+:9]([O-:11])=[O:10])[CH:6]=[CH:5][C:4]=1[C:12]1[S:13][C:14]2[CH:20]=[CH:19][CH:18]=[CH:17][C:15]=2[N:16]=1. The catalyst class is: 2.